From a dataset of Reaction yield outcomes from USPTO patents with 853,638 reactions. Predict the reaction yield, written as a fraction of the theoretical maximum amount of product (1.0 means a 100% yield; for example, 0.34 means a 34% yield). (1) The product is [OH:40][CH:37]([CH:38]=[CH2:39])[CH2:36][O:35][C@H:32]1[CH2:33][CH2:34][C@H:29]([N:3]2[C:2](=[O:1])[C:7]([CH2:8][C:9]3[CH:14]=[CH:13][C:12]([C:15]4[C:16]([C:21]#[N:22])=[CH:17][CH:18]=[CH:19][CH:20]=4)=[CH:11][CH:10]=3)=[C:6]([CH2:23][CH2:24][CH3:25])[N:5]3[N:26]=[CH:27][N:28]=[C:4]23)[CH2:30][CH2:31]1. The yield is 0.160. The catalyst is CO.O1CCCC1. The reactants are [O:1]=[C:2]1[C:7]([CH2:8][C:9]2[CH:14]=[CH:13][C:12]([C:15]3[C:16]([C:21]#[N:22])=[CH:17][CH:18]=[CH:19][CH:20]=3)=[CH:11][CH:10]=2)=[C:6]([CH2:23][CH2:24][CH3:25])[N:5]2[N:26]=[CH:27][N:28]=[C:4]2[N:3]1[C@H:29]1[CH2:34][CH2:33][C@H:32]([O:35][CH2:36][C:37](=[O:40])[CH:38]=[CH2:39])[CH2:31][CH2:30]1.[Cl-].[Ce+3].[Cl-].[Cl-].[BH4-].[Na+].[Cl-].[NH4+]. (2) The reactants are [Si]([O:8][C@H:9]1[CH2:13][C@H:12]([O:14][C:15]2[CH:20]=[CH:19][N:18]=[C:17]3[NH:21][C:22]([C:24]4[C:33]5[C:28](=[CH:29][CH:30]=[CH:31][CH:32]=5)[CH:27]=[CH:26][CH:25]=4)=[N:23][C:16]=23)[CH2:11][C@H:10]1[CH2:34][OH:35])(C(C)(C)C)(C)C.Cl[S:37]([NH2:40])(=[O:39])=[O:38].Cl.C([O-])([O-])=O.[Na+].[Na+]. The catalyst is CC(N(C)C)=O.O. The product is [S:37](=[O:39])(=[O:38])([O:35][CH2:34][C@@H:10]1[CH2:11][C@@H:12]([O:14][C:15]2[CH:20]=[CH:19][N:18]=[C:17]3[NH:21][C:22]([C:24]4[C:33]5[C:28](=[CH:29][CH:30]=[CH:31][CH:32]=5)[CH:27]=[CH:26][CH:25]=4)=[N:23][C:16]=23)[CH2:13][C@@H:9]1[OH:8])[NH2:40]. The yield is 0.250. (3) The reactants are [NH2:1][C@@H:2]([CH2:7][C:8]1[N:9]=[CH:10][N:11]([C:13]([C:26]2[CH:31]=[CH:30][CH:29]=[CH:28][CH:27]=2)([C:20]2[CH:25]=[CH:24][CH:23]=[CH:22][CH:21]=2)[C:14]2[CH:19]=[CH:18][CH:17]=[CH:16][CH:15]=2)[CH:12]=1)[C:3]([O:5][CH3:6])=[O:4].Cl[CH2:33][CH2:34][N:35]([CH2:46][CH2:47]Cl)[S:36]([C:39]1[CH:44]=[CH:43][C:42]([CH3:45])=[CH:41][CH:40]=1)(=[O:38])=[O:37]. The catalyst is C(N(C(C)C)CC)(C)C.C(#N)C. The product is [CH3:45][C:42]1[CH:43]=[CH:44][C:39]([S:36]([N:35]2[CH2:34][CH2:33][N:1]([C@@H:2]([CH2:7][C:8]3[N:9]=[CH:10][N:11]([C:13]([C:26]4[CH:27]=[CH:28][CH:29]=[CH:30][CH:31]=4)([C:20]4[CH:21]=[CH:22][CH:23]=[CH:24][CH:25]=4)[C:14]4[CH:19]=[CH:18][CH:17]=[CH:16][CH:15]=4)[CH:12]=3)[C:3]([O:5][CH3:6])=[O:4])[CH2:47][CH2:46]2)(=[O:38])=[O:37])=[CH:40][CH:41]=1. The yield is 0.190. (4) The reactants are [NH2:1][C:2]1[CH:3]=[C:4]([N:8]([CH2:16][C:17]2[CH:22]=[CH:21][CH:20]=[C:19]([O:23][C:24]([F:29])([F:28])[CH:25]([F:27])[F:26])[CH:18]=2)[CH2:9][CH:10]([OH:15])[C:11]([F:14])([F:13])[F:12])[CH:5]=[CH:6][CH:7]=1.C(N(CC)CC)C.[F:37][C:38]1[CH:43]=[CH:42][C:41]([S:44](Cl)(=[O:46])=[O:45])=[CH:40][CH:39]=1. The catalyst is ClCCl. The product is [F:37][C:38]1[CH:43]=[CH:42][C:41]([S:44]([NH:1][C:2]2[CH:7]=[CH:6][CH:5]=[C:4]([N:8]([CH2:16][C:17]3[CH:22]=[CH:21][CH:20]=[C:19]([O:23][C:24]([F:28])([F:29])[CH:25]([F:26])[F:27])[CH:18]=3)[CH2:9][CH:10]([OH:15])[C:11]([F:14])([F:13])[F:12])[CH:3]=2)(=[O:46])=[O:45])=[CH:40][CH:39]=1. The yield is 0.290. (5) The reactants are [Br:1][C:2]1[C:7]([O:8][CH3:9])=[CH:6][C:5]([C:10]2[O:11][CH:12]=[CH:13][CH:14]=2)=[CH:4][C:3]=1[O:15][CH3:16].CON(C)[C:20](=[O:36])[CH:21]([O:34][CH3:35])[C:22]1[CH:27]=[CH:26][C:25]([C:28]2[O:29][C:30]([CH3:33])=[N:31][N:32]=2)=[CH:24][CH:23]=1. No catalyst specified. The product is [Br:1][C:2]1[C:7]([O:8][CH3:9])=[CH:6][C:5]([C:10]2[O:11][C:12]([C:20](=[O:36])[CH:21]([O:34][CH3:35])[C:22]3[CH:23]=[CH:24][C:25]([C:28]4[O:29][C:30]([CH3:33])=[N:31][N:32]=4)=[CH:26][CH:27]=3)=[CH:13][CH:14]=2)=[CH:4][C:3]=1[O:15][CH3:16]. The yield is 0.400. (6) The reactants are C([Li])CCC.[CH3:6][C:7]1[O:8][CH:9]=[CH:10][CH:11]=1.[F:12][CH2:13][C:14]1([CH:18]=[O:19])[CH2:17][O:16][CH2:15]1.[Cl-].[NH4+]. The catalyst is CCCCCC.O1CCCC1. The product is [F:12][CH2:13][C:14]1([CH:18]([C:9]2[O:8][C:7]([CH3:6])=[CH:11][CH:10]=2)[OH:19])[CH2:17][O:16][CH2:15]1. The yield is 0.710.